Dataset: Full USPTO retrosynthesis dataset with 1.9M reactions from patents (1976-2016). Task: Predict the reactants needed to synthesize the given product. (1) Given the product [Cl:30][C:5]1[C:6]([N:8]2[CH2:13][CH2:12][N:11]([C:14]([C:16]3[C:17]([C:22]4[CH:27]=[CH:26][CH:25]=[CH:24][C:23]=4[O:28][CH3:29])=[N:18][O:19][C:20]=3[CH3:21])=[O:15])[CH2:10][CH2:9]2)=[CH:7][C:2]([NH:1][C:40](=[O:41])[C:39]2[CH:43]=[CH:44][C:36]([O:35][CH3:34])=[CH:37][CH:38]=2)=[C:3]([N+:31]([O-:33])=[O:32])[CH:4]=1, predict the reactants needed to synthesize it. The reactants are: [NH2:1][C:2]1[C:3]([N+:31]([O-:33])=[O:32])=[CH:4][C:5]([Cl:30])=[C:6]([N:8]2[CH2:13][CH2:12][N:11]([C:14]([C:16]3[C:17]([C:22]4[CH:27]=[CH:26][CH:25]=[CH:24][C:23]=4[O:28][CH3:29])=[N:18][O:19][C:20]=3[CH3:21])=[O:15])[CH2:10][CH2:9]2)[CH:7]=1.[CH3:34][O:35][C:36]1[CH:44]=[CH:43][C:39]([C:40](Cl)=[O:41])=[CH:38][CH:37]=1.CCN(P1(N(C)CCCN1C)=NC(C)(C)C)CC.N1CCCCC1. (2) Given the product [NH2:8][CH:9]1[CH2:10][CH2:11][N:12]([C:15]2[N:20]=[C:19]([C:21]3[C:29]4[C:24](=[CH:25][CH:26]=[C:27]([NH2:30])[CH:28]=4)[NH:23][CH:22]=3)[CH:18]=[N:17][CH:16]=2)[CH2:13][CH2:14]1, predict the reactants needed to synthesize it. The reactants are: C(OC([NH:8][CH:9]1[CH2:14][CH2:13][N:12]([C:15]2[N:20]=[C:19]([C:21]3[C:29]4[C:24](=[CH:25][CH:26]=[C:27]([NH:30]C(=O)CC)[CH:28]=4)[N:23](C(OC(C)(C)C)=O)[CH:22]=3)[CH:18]=[N:17][CH:16]=2)[CH2:11][CH2:10]1)=O)(C)(C)C.CO.Cl. (3) Given the product [NH2:8][C:6]1[CH:5]=[CH:4][C:3]([N:11]2[CH2:16][CH2:15][N:14]([CH2:17][C:18]([NH2:20])=[O:19])[CH2:13][CH2:12]2)=[C:2]([F:1])[CH:7]=1, predict the reactants needed to synthesize it. The reactants are: [F:1][C:2]1[CH:7]=[C:6]([N+:8]([O-])=O)[CH:5]=[CH:4][C:3]=1[N:11]1[CH2:16][CH2:15][N:14]([CH2:17][C:18]([NH2:20])=[O:19])[CH2:13][CH2:12]1.CO.CN(C)C=O. (4) Given the product [N+:1]([C:4]1[CH:5]=[CH:6][C:7]([S:10]([NH:13][C:14]2[CH:15]=[CH:20][C:17]([CH3:16])=[CH:18][CH:19]=2)(=[O:11])=[O:12])=[CH:8][CH:9]=1)([O-:3])=[O:2], predict the reactants needed to synthesize it. The reactants are: [N+:1]([C:4]1[CH:9]=[CH:8][C:7]([S:10]([NH:13][C:14]2[CH:19]=[CH:18][CH:17]=[CH:16][C:15]=2[CH3:20])(=[O:12])=[O:11])=[CH:6][CH:5]=1)([O-:3])=[O:2].NC1C=CC(C)=CC=1. (5) Given the product [F:13][C:14]1[CH:19]=[CH:18][C:17]([CH:20]([C:24]2[CH:25]=[CH:26][C:27]([F:30])=[CH:28][CH:29]=2)[CH2:21][CH2:22][NH:23][C:10]([C:8]2[CH:7]=[CH:6][C:5]3[N:1]=[N:2][NH:3][C:4]=3[CH:9]=2)=[O:12])=[CH:16][CH:15]=1, predict the reactants needed to synthesize it. The reactants are: [N:1]1[C:5]2=[CH:6][CH:7]=[C:8]([C:10]([OH:12])=O)[CH2:9][C:4]2=[N:3][N:2]=1.[F:13][C:14]1[CH:19]=[CH:18][C:17]([CH:20]([C:24]2[CH:29]=[CH:28][C:27]([F:30])=[CH:26][CH:25]=2)[CH2:21][CH2:22][NH2:23])=[CH:16][CH:15]=1. (6) Given the product [C:38]([C:2]1[CH:37]=[CH:36][CH:35]=[CH:34][C:3]=1[CH2:4][N:5]1[C:10](=[O:11])[C:9]([C:12]([NH:14][CH2:15][C:16]([O:18][C:19]([CH3:22])([CH3:21])[CH3:20])=[O:17])=[O:13])=[C:8]([OH:23])[C:7]2[CH2:24][N:25]([C:27]([C:29]3[N:30]=[CH:31][S:32][CH:33]=3)=[O:28])[CH2:26][C:6]1=2)#[N:39], predict the reactants needed to synthesize it. The reactants are: Br[C:2]1[CH:37]=[CH:36][CH:35]=[CH:34][C:3]=1[CH2:4][N:5]1[C:10](=[O:11])[C:9]([C:12]([NH:14][CH2:15][C:16]([O:18][C:19]([CH3:22])([CH3:21])[CH3:20])=[O:17])=[O:13])=[C:8]([OH:23])[C:7]2[CH2:24][N:25]([C:27]([C:29]3[N:30]=[CH:31][S:32][CH:33]=3)=[O:28])[CH2:26][C:6]1=2.[CH3:38][N:39](C=O)C. (7) Given the product [C:1]([O:5][C:6](=[O:21])[CH2:7][O:8][CH2:9][CH2:10][O:11][CH2:12][CH2:13][O:14][CH2:15][CH2:16][O:17][CH2:18][CH2:19][N:20]=[C:22]=[O:23])([CH3:4])([CH3:2])[CH3:3], predict the reactants needed to synthesize it. The reactants are: [C:1]([O:5][C:6](=[O:21])[CH2:7][O:8][CH2:9][CH2:10][O:11][CH2:12][CH2:13][O:14][CH2:15][CH2:16][O:17][CH2:18][CH2:19][NH2:20])([CH3:4])([CH3:3])[CH3:2].[C:22](Cl)(Cl)=[O:23].C(N(CC)CC)C. (8) Given the product [F:42][C:39]([F:40])([F:41])[C:36]1[CH:37]=[CH:38][C:33]([CH2:32][O:1][C:2]2[CH:7]=[CH:6][C:5]([C@H:8]3[CH2:12][C:11]4([CH2:13][CH2:14][N:15]([C:18]([O:20][C:21]([CH3:24])([CH3:23])[CH3:22])=[O:19])[CH2:16][CH2:17]4)[O:10][CH2:9]3)=[CH:4][CH:3]=2)=[N:34][CH:35]=1, predict the reactants needed to synthesize it. The reactants are: [OH:1][C:2]1[CH:7]=[CH:6][C:5]([C@H:8]2[CH2:12][C:11]3([CH2:17][CH2:16][N:15]([C:18]([O:20][C:21]([CH3:24])([CH3:23])[CH3:22])=[O:19])[CH2:14][CH2:13]3)[O:10][CH2:9]2)=[CH:4][CH:3]=1.C(=O)([O-])[O-].[K+].[K+].Br[CH2:32][C:33]1[CH:38]=[CH:37][C:36]([C:39]([F:42])([F:41])[F:40])=[CH:35][N:34]=1.